From a dataset of Experimentally validated miRNA-target interactions with 360,000+ pairs, plus equal number of negative samples. Binary Classification. Given a miRNA mature sequence and a target amino acid sequence, predict their likelihood of interaction. (1) The miRNA is mmu-miR-299a-5p with sequence UGGUUUACCGUCCCACAUACAU. The protein sequence of the target gene is MPRTMIPPGECTYAGRKRRRPLQKQRPAVGAEKSNPSKRHRDRLNAELDHLASLLPFPPDIISKLDKLSVLRLSVSYLRVKSFFQVVQEQSSRQPAAGAPSPGDSCPLAGSAVLEGRLLLESLNGFALVVSAEGTIFYASATIVDYLGFHQTDVMHQNIYDYIHVDDRQDFCRQLHWAMDPPQVVFGQPPPLETGDDAILGRLLRAQEWGTGTPTEYSAFLTRCFICRVRCLLDSTSGFLTMQFQGKLKFLFGQKKKAPSGAMLPPRLSLFCIAAPVLLPSAAEMKMRSALLRAKPRADT.... Result: 0 (no interaction). (2) The miRNA is mmu-miR-466l-5p with sequence UUGUGUGUACAUGUACAUGUAU. The protein sequence of the target gene is MGPVSVLPSPQSLSTWEGDLAKMTHLQAGLSPDTIEKARLELNENPDILHQDIQQVRDMIITRPDIGFLRTDDAFILRFLRARKFHQADAFRLLAQYFQYRQLNLDMFKNFKADDPGIKRALIDGFPGVLENRDHYGRKILLLFAANWDQSRNSFTDILRAILLSLEVLIEDPELQINGFILIIDWSNFSFKQASKLTPSILKLAIEGLQDSFPARFGGVHFVNQPWYIHALYTLIKPFLKDKTRKRIFLHGNNLNSLHQLIHPEFLPSEFGGTLPPYDMGTWARTLLGPDYSDENDYTH.... Result: 1 (interaction). (3) The miRNA is hsa-miR-4645-5p with sequence ACCAGGCAAGAAAUAUUGU. The protein sequence of the target gene is MKILLVFDFDNTIIDDNSDTWIVQCAPNKKLPIELRDSYRKGFWTEFMGRVFKYLGDKGVREHEMKRAVTSLPFTPGMVELFNFIRKNKDKFDCIIISDSNSVFIDWVLEAASFHDIFDKVFTNPAAFNSNGHLTVENYHTHSCNRCPKNLCKKVVLIEFVDKQLQQGVNYTQIVYIGDGGNDVCPVTFLKNDDVAMPRKGYTLQKTLSRMSQNLEPMEYSVVVWSSGVDIISHLQFLIKD. Result: 0 (no interaction). (4) The miRNA is hsa-miR-186-3p with sequence GCCCAAAGGUGAAUUUUUUGGG. The protein sequence of the target gene is MTEMSEKENEPDDAATHSPPGTVSALQETKLQRFKRSLSLKTILRSKSLENFFLRSGSELKCPTEVLLTPPTPLPPPSPPPTASDRGLATPSPSPCPVPRPLAALKPVRLHSFQEHVFKRASPCELCHQLIVGNSKQGLRCKMCKVSVHLWCSEEISHQQCPGKTSTSFRRNFSSPLLVHEPPPVCATSKESPPTGDSGKVDPVYETLRYGTSLALMNRSSFSSTSESPTRSLSERDELTEDGEGSIRSSEEGPGDSASPVFTAPAESEGPGPEEKSPGQQLPKATLRKDVGPMYSYVAL.... Result: 1 (interaction).